Dataset: Full USPTO retrosynthesis dataset with 1.9M reactions from patents (1976-2016). Task: Predict the reactants needed to synthesize the given product. (1) Given the product [CH2:39]([O:18][C:16](=[O:17])[CH2:19][C:2]1[C:6]2[CH:7]=[CH:8][C:9]([CH2:11][O:12][C:13](=[O:15])[CH3:14])=[CH:10][C:5]=2[O:4][CH:3]=1)[CH3:40], predict the reactants needed to synthesize it. The reactants are: O=[C:2]1[C:6]2[CH:7]=[CH:8][C:9]([CH2:11][O:12][C:13](=[O:15])[CH3:14])=[CH:10][C:5]=2[O:4][CH2:3]1.[C:16]([CH:19]=P(C1C=CC=CC=1)(C1C=CC=CC=1)C1C=CC=CC=1)([OH:18])=[O:17].[C:39]1(C)C=CC=C[CH:40]=1. (2) Given the product [Cl:1][C:2]1[CH:7]=[C:6]([Cl:8])[CH:5]=[CH:4][C:3]=1[CH:9]([Cl:14])[CH3:10], predict the reactants needed to synthesize it. The reactants are: [Cl:1][C:2]1[CH:7]=[C:6]([Cl:8])[CH:5]=[CH:4][C:3]=1[CH:9](O)[CH3:10].S(Cl)([Cl:14])=O.C(OCC)(=O)C.